Predict the reactants needed to synthesize the given product. From a dataset of Full USPTO retrosynthesis dataset with 1.9M reactions from patents (1976-2016). (1) Given the product [Br:1][C:2]1[N:7]=[CH:6][C:5]([C:8](=[O:24])[CH:9]=[C:10]([C:16]2[CH:21]=[C:20]([Cl:22])[CH:19]=[C:18]([Cl:23])[CH:17]=2)[C:11]([F:12])([F:13])[F:14])=[CH:4][CH:3]=1, predict the reactants needed to synthesize it. The reactants are: [Br:1][C:2]1[N:7]=[CH:6][C:5]([C:8](=[O:24])[CH2:9][C:10]([C:16]2[CH:21]=[C:20]([Cl:22])[CH:19]=[C:18]([Cl:23])[CH:17]=2)(O)[C:11]([F:14])([F:13])[F:12])=[CH:4][CH:3]=1.S(Cl)(Cl)=O.N1C=CC=CC=1. (2) Given the product [CH2:1]([C:5]1[C:9]([CH2:10][CH2:11][CH2:12][O:13][C:25]2[C:29]([CH2:30][C:31]([OH:33])=[O:32])=[CH:28][N:27]([CH3:35])[N:26]=2)=[CH:8][N:7]([C:14]2[CH:19]=[CH:18][C:17]([C:20]([F:21])([F:22])[F:23])=[CH:16][N:15]=2)[N:6]=1)[CH2:2][CH2:3][CH3:4], predict the reactants needed to synthesize it. The reactants are: [CH2:1]([C:5]1[C:9]([CH2:10][CH2:11][CH2:12][OH:13])=[CH:8][N:7]([C:14]2[CH:19]=[CH:18][C:17]([C:20]([F:23])([F:22])[F:21])=[CH:16][N:15]=2)[N:6]=1)[CH2:2][CH2:3][CH3:4].O[C:25]1[C:29]([CH2:30][C:31]([O:33]C)=[O:32])=[CH:28][N:27]([CH3:35])[N:26]=1.C(P(CCCC)CCCC)CCC.N(C(N1CCCCC1)=O)=NC(N1CCCCC1)=O.